From a dataset of Catalyst prediction with 721,799 reactions and 888 catalyst types from USPTO. Predict which catalyst facilitates the given reaction. (1) Reactant: [NH2:1][CH2:2][CH2:3][N:4]1[CH2:9][CH2:8][N:7]([C:10]2([C:19]3[CH:24]=[CH:23][C:22]([O:25][C:26]4[CH:31]=[CH:30][C:29]([Br:32])=[CH:28][CH:27]=4)=[CH:21][CH:20]=3)[C:15](=[O:16])[NH:14][C:13](=[O:17])[NH:12][C:11]2=[O:18])[CH2:6][CH2:5]1.[C:33]1(=[O:40])[O:39][C:37](=[O:38])[CH2:36][CH2:35][CH2:34]1.C(N(CC)CC)C. Product: [Br:32][C:29]1[CH:28]=[CH:27][C:26]([O:25][C:22]2[CH:21]=[CH:20][C:19]([C:10]3([N:7]4[CH2:6][CH2:5][N:4]([CH2:3][CH2:2][NH:1][C:33]([CH2:34][CH2:35][CH2:36][C:37]([OH:39])=[O:38])=[O:40])[CH2:9][CH2:8]4)[C:11](=[O:18])[NH:12][C:13](=[O:17])[NH:14][C:15]3=[O:16])=[CH:24][CH:23]=2)=[CH:31][CH:30]=1. The catalyst class is: 9. (2) Reactant: C([O:4][C:5]1[CH:10]=[C:9]([N+:11]([O-:13])=[O:12])[C:8]([NH:14]C(=O)C)=[C:7]([CH3:18])[CH:6]=1)(=O)C. Product: [NH2:14][C:8]1[C:9]([N+:11]([O-:13])=[O:12])=[CH:10][C:5]([OH:4])=[CH:6][C:7]=1[CH3:18]. The catalyst class is: 33. (3) Reactant: [F:1][C:2]1[CH:7]=[CH:6][C:5]([CH:8]([C:23]2[CH:28]=[CH:27][C:26]([C:29]([F:32])([F:31])[F:30])=[CH:25][CH:24]=2)[O:9][C:10]2[CH:19]=[CH:18][C:17]([N+:20]([O-])=O)=[CH:16][C:11]=2[C:12]([O:14][CH3:15])=[O:13])=[CH:4][CH:3]=1.[Cl-].[Ca+2].[Cl-]. Product: [NH2:20][C:17]1[CH:18]=[CH:19][C:10]([O:9][CH:8]([C:5]2[CH:4]=[CH:3][C:2]([F:1])=[CH:7][CH:6]=2)[C:23]2[CH:28]=[CH:27][C:26]([C:29]([F:30])([F:31])[F:32])=[CH:25][CH:24]=2)=[C:11]([CH:16]=1)[C:12]([O:14][CH3:15])=[O:13]. The catalyst class is: 190. (4) Reactant: [C:1]([O:5][C:6]([N:8]1[CH2:11][CH2:10][C@H:9]1[CH2:12][O:13][C:14]1[CH:15]=[N:16][CH:17]=[C:18]([Sn](C)(C)C)[CH:19]=1)=[O:7])([CH3:4])([CH3:3])[CH3:2].I[C:25]1[CH:30]=[CH:29][CH:28]=[CH:27][C:26]=1[CH2:31][CH2:32][CH2:33][OH:34].[F-].[Cs+].N#N. The catalyst class is: 555. Product: [C:1]([O:5][C:6]([N:8]1[CH2:11][CH2:10][C@H:9]1[CH2:12][O:13][C:14]1[CH:19]=[C:18]([C:25]2[CH:30]=[CH:29][CH:28]=[CH:27][C:26]=2[CH2:31][CH2:32][CH2:33][OH:34])[CH:17]=[N:16][CH:15]=1)=[O:7])([CH3:4])([CH3:3])[CH3:2]. (5) Reactant: [Br:1][C:2]1[CH:7]=[CH:6][C:5]([N+:8]([O-:10])=[O:9])=[C:4](F)[CH:3]=1.[O:12]1[CH2:17][CH2:16][CH:15]([N:18]2[CH2:23][CH2:22][CH:21]([NH2:24])[CH2:20][CH2:19]2)[CH2:14][CH2:13]1.C(N(C(C)C)CC)(C)C.ClCCl. Product: [Br:1][C:2]1[CH:7]=[CH:6][C:5]([N+:8]([O-:10])=[O:9])=[C:4]([NH:24][CH:21]2[CH2:20][CH2:19][N:18]([CH:15]3[CH2:16][CH2:17][O:12][CH2:13][CH2:14]3)[CH2:23][CH2:22]2)[CH:3]=1. The catalyst class is: 9. (6) Reactant: [Si]([O:8][CH2:9][C:10]1([CH3:36])[S:16][CH2:15][CH2:14][N:13]2[C:17]([C:20]3([C:23]4[CH:28]=[CH:27][C:26]([C:29]5[CH:30]=[N:31][N:32]([CH2:34][CH3:35])[CH:33]=5)=[CH:25][CH:24]=4)[CH2:22][CH2:21]3)=[N:18][N:19]=[C:12]2[CH2:11]1)(C(C)(C)C)(C)C.Cl. Product: [CH2:34]([N:32]1[CH:33]=[C:29]([C:26]2[CH:27]=[CH:28][C:23]([C:20]3([C:17]4[N:13]5[CH2:14][CH2:15][S:16][C:10]([CH2:9][OH:8])([CH3:36])[CH2:11][C:12]5=[N:19][N:18]=4)[CH2:22][CH2:21]3)=[CH:24][CH:25]=2)[CH:30]=[N:31]1)[CH3:35]. The catalyst class is: 5. (7) Reactant: [Br:1][C:2]1[CH:3]=[C:4]([CH:8]=[CH:9][C:10]=1[Cl:11])[C:5](Cl)=[O:6].C(N(CC)CC)C.[CH3:19][O:20][C:21]1[C:22]([NH2:27])=[CH:23][CH:24]=[CH:25][CH:26]=1. Product: [Br:1][C:2]1[CH:3]=[C:4]([CH:8]=[CH:9][C:10]=1[Cl:11])[C:5]([NH:27][C:22]1[CH:23]=[CH:24][CH:25]=[CH:26][C:21]=1[O:20][CH3:19])=[O:6]. The catalyst class is: 2.